From a dataset of Forward reaction prediction with 1.9M reactions from USPTO patents (1976-2016). Predict the product of the given reaction. (1) Given the reactants [OH:1][C@@H:2]1[CH2:6][NH:5][CH2:4][C@@H:3]1[CH2:7][NH:8][C:9](=[O:18])[O:10][CH2:11][C:12]1[CH:17]=[CH:16][CH:15]=[CH:14][CH:13]=1.[F:19][C:20]1[CH:29]=[C:28]2[C:23]([CH:24]=[CH:25][C:26](=[O:33])[N:27]2[CH2:30][CH:31]=O)=[N:22][CH:21]=1.C(=O)([O-])[O-].[Na+].[Na+].C(O[BH-](OC(=O)C)OC(=O)C)(=O)C.[Na+], predict the reaction product. The product is: [F:19][C:20]1[CH:29]=[C:28]2[C:23]([CH:24]=[CH:25][C:26](=[O:33])[N:27]2[CH2:30][CH2:31][N:5]2[CH2:6][C@@H:2]([OH:1])[C@@H:3]([CH2:7][NH:8][C:9](=[O:18])[O:10][CH2:11][C:12]3[CH:17]=[CH:16][CH:15]=[CH:14][CH:13]=3)[CH2:4]2)=[N:22][CH:21]=1. (2) Given the reactants [CH3:1][O:2][C:3]1[CH:12]=[C:11]([N+:13]([O-:15])=[O:14])[CH:10]=[CH:9][C:4]=1[O:5][CH2:6][CH2:7][OH:8].N1C=CC=CC=1.[C:22](Cl)(=[O:24])[CH3:23].O, predict the reaction product. The product is: [C:22]([O:8][CH2:7][CH2:6][O:5][C:4]1[CH:9]=[CH:10][C:11]([N+:13]([O-:15])=[O:14])=[CH:12][C:3]=1[O:2][CH3:1])(=[O:24])[CH3:23]. (3) Given the reactants C(O[C:6]([N:8]1[CH2:13][CH2:12][NH:11][CH2:10][CH2:9]1)=O)(C)(C)C.ClC[C:16](Cl)=[O:17].[CH3:19][O:20][CH2:21][CH2:22][NH2:23], predict the reaction product. The product is: [CH3:19][O:20][CH2:21][CH2:22][NH:23][C:16](=[O:17])[CH2:6][N:8]1[CH2:9][CH2:10][NH:11][CH2:12][CH2:13]1. (4) Given the reactants [CH3:1][O:2][C:3]1[CH:8]=[CH:7][CH:6]=[C:5]([O:9][CH3:10])[C:4]=1[CH:11]1[NH:16][C:15](=[O:17])[CH2:14][CH2:13][CH2:12]1.Br[CH2:19][C:20]1[CH:25]=[CH:24][CH:23]=[C:22]([O:26][C:27]([F:30])([F:29])[F:28])[CH:21]=1, predict the reaction product. The product is: [CH3:1][O:2][C:3]1[CH:8]=[CH:7][CH:6]=[C:5]([O:9][CH3:10])[C:4]=1[CH:11]1[N:16]([CH2:19][C:20]2[CH:25]=[CH:24][CH:23]=[C:22]([O:26][C:27]([F:28])([F:29])[F:30])[CH:21]=2)[C:15](=[O:17])[CH2:14][CH2:13][CH2:12]1.